Regression. Given a peptide amino acid sequence and an MHC pseudo amino acid sequence, predict their binding affinity value. This is MHC class II binding data. From a dataset of Peptide-MHC class II binding affinity with 134,281 pairs from IEDB. (1) The peptide sequence is LVGPFNFRFMSKGGM. The MHC is HLA-DQA10301-DQB10302 with pseudo-sequence HLA-DQA10301-DQB10302. The binding affinity (normalized) is 0. (2) The peptide sequence is AQGYQQLSQQMMTAF. The MHC is HLA-DPA10201-DPB10501 with pseudo-sequence HLA-DPA10201-DPB10501. The binding affinity (normalized) is 0.135.